This data is from Forward reaction prediction with 1.9M reactions from USPTO patents (1976-2016). The task is: Predict the product of the given reaction. (1) The product is: [N+:14]([C:9]1[C:8]2[C:13](=[CH:4][CH:5]=[CH:6][C:7]=2[N+:27]([O-:29])=[O:28])[CH:12]=[CH:11][CH:10]=1)([O-:16])=[O:15]. Given the reactants [N+]([C:4]1[C:13]2[C:8](=[C:9]([N+:14]([O-:16])=[O:15])[CH:10]=[CH:11][CH:12]=2)[CH:7]=[CH:6][CH:5]=1)([O-])=O.C1C2C(=CC=CC=2)C=CC=1.[N+:27]([O-])([OH:29])=[O:28].[N+](C1C2C(=CC=CC=2)C=CC=1)([O-])=O, predict the reaction product. (2) The product is: [C:27]([O:26][C:25](=[O:31])[NH:24][C:20]1[CH:21]=[CH:22][CH:23]=[C:18]([O:17][C:2]2[CH:7]=[N:6][C:5]([N+:8]([O-:10])=[O:9])=[CH:4][CH:3]=2)[CH:19]=1)([CH3:30])([CH3:28])[CH3:29]. Given the reactants Br[C:2]1[CH:3]=[CH:4][C:5]([N+:8]([O-:10])=[O:9])=[N:6][CH:7]=1.C(=O)([O-])[O-].[Cs+].[Cs+].[OH:17][C:18]1[CH:19]=[C:20]([NH:24][C:25](=[O:31])[O:26][C:27]([CH3:30])([CH3:29])[CH3:28])[CH:21]=[CH:22][CH:23]=1, predict the reaction product. (3) Given the reactants [C:1]([O:5][C:6]([N:8]1[CH2:13][CH2:12][N:11]([C:14]2C(=O)N(CC(C)C)N=C(C3C=CC(C)=C(F)C=3)C=2C)[CH2:10][CH2:9]1)=[O:7])([CH3:4])([CH3:3])[CH3:2].[Cl:34][C:35]1[CH:62]=[CH:61][CH:60]=[C:59]([Cl:63])[C:36]=1[CH2:37][N:38]1[C:43](=[O:44])[C:42](COS(C)(=O)=O)=[CH:41][C:40]([C:51]2[CH:56]=[CH:55][C:54]([F:57])=[C:53]([CH3:58])[CH:52]=2)=[N:39]1.N1(C(OC(C)(C)C)=O)CCNCC1, predict the reaction product. The product is: [C:1]([O:5][C:6]([N:8]1[CH2:9][CH2:10][N:11]([CH2:14][C:42]2[C:43](=[O:44])[N:38]([CH2:37][C:36]3[C:35]([Cl:34])=[CH:62][CH:61]=[CH:60][C:59]=3[Cl:63])[N:39]=[C:40]([C:51]3[CH:56]=[CH:55][C:54]([F:57])=[C:53]([CH3:58])[CH:52]=3)[CH:41]=2)[CH2:12][CH2:13]1)=[O:7])([CH3:2])([CH3:3])[CH3:4]. (4) Given the reactants [F:1][C:2]1[CH:7]=[C:6]([N:8]2[CH2:12][C@H:11]([CH2:13][N:14]3[CH:18]=[CH:17][N:16]=[N:15]3)[O:10][C:9]2=[O:19])[CH:5]=[CH:4][C:3]=1[C:20]1[CH:21]=[CH:22][C:23]([CH:26]=O)=[N:24][CH:25]=1.[CH3:28][NH:29][CH2:30][CH:31]([OH:34])[CH2:32][OH:33].C(O[BH-](OC(=O)C)OC(=O)C)(=O)C.[Na+], predict the reaction product. The product is: [OH:34][CH:31]([CH2:32][OH:33])[CH2:30][N:29]([CH2:26][C:23]1[N:24]=[CH:25][C:20]([C:3]2[CH:4]=[CH:5][C:6]([N:8]3[CH2:12][C@H:11]([CH2:13][N:14]4[CH:18]=[CH:17][N:16]=[N:15]4)[O:10][C:9]3=[O:19])=[CH:7][C:2]=2[F:1])=[CH:21][CH:22]=1)[CH3:28]. (5) Given the reactants [Cl:1][C:2]1[C:10]([S:11]([NH:14][C:15]([CH3:18])([CH3:17])[CH3:16])(=[O:13])=[O:12])=[CH:9][CH:8]=[C:7]([Cl:19])[C:3]=1[C:4]([OH:6])=O.[F:20][C:21]1[CH:22]=[C:23]([C:27]2([CH2:33][CH2:34][N:35]3[CH:40]4[CH2:41][CH2:42][CH:36]3[CH2:37][CH:38]([N:43]3[C:47]5[CH:48]=[CH:49][CH:50]=[CH:51][C:46]=5[N:45]=[C:44]3[CH3:52])[CH2:39]4)[CH2:32][CH2:31][NH:30][CH2:29][CH2:28]2)[CH:24]=[CH:25][CH:26]=1.CCN(C(C)C)C(C)C.CN(C(ON1N=NC2C=CC=NC1=2)=[N+](C)C)C.F[P-](F)(F)(F)(F)F.ClC1C(C(N2CCC(C3C=CC=C(F)C=3)(CCN3C4CCC3CC(N3C5C=CC=CC=5N=C3C)C4)CC2)=O)=C(Cl)C=CC=1S(NC)(=O)=O, predict the reaction product. The product is: [Cl:1][C:2]1[C:3]([C:4]([N:30]2[CH2:29][CH2:28][C:27]([C:23]3[CH:24]=[CH:25][CH:26]=[C:21]([F:20])[CH:22]=3)([CH2:33][CH2:34][N:35]3[CH:36]4[CH2:42][CH2:41][CH:40]3[CH2:39][CH:38]([N:43]3[C:47]5[CH:48]=[CH:49][CH:50]=[CH:51][C:46]=5[N:45]=[C:44]3[CH3:52])[CH2:37]4)[CH2:32][CH2:31]2)=[O:6])=[C:7]([Cl:19])[CH:8]=[CH:9][C:10]=1[S:11]([NH:14][C:15]([CH3:18])([CH3:17])[CH3:16])(=[O:13])=[O:12].